This data is from Catalyst prediction with 721,799 reactions and 888 catalyst types from USPTO. The task is: Predict which catalyst facilitates the given reaction. (1) Reactant: [CH:1]([C:3]1[CH:4]=[C:5]([C:9]2[CH:27]=[CH:26][C:12]3=[C:13]([C:22]([O:24][CH3:25])=[O:23])[CH:14]=[C:15]4[C:20]([C:19](=[O:21])[NH:18][CH:17]=[CH:16]4)=[C:11]3[CH:10]=2)[CH:6]=[CH:7][CH:8]=1)=O.[CH3:28][N:29]([CH3:35])[CH2:30][CH2:31][CH2:32][NH:33][CH3:34].C(N(CC)CC)C. Product: [CH3:28][N:29]([CH3:35])[CH2:30][CH2:31][CH2:32][N:33]([CH2:1][C:3]1[CH:4]=[C:5]([C:9]2[CH:27]=[CH:26][C:12]3=[C:13]([C:22]([O:24][CH3:25])=[O:23])[CH:14]=[C:15]4[C:20]([C:19](=[O:21])[NH:18][CH:17]=[CH:16]4)=[C:11]3[CH:10]=2)[CH:6]=[CH:7][CH:8]=1)[CH3:34]. The catalyst class is: 68. (2) Reactant: [CH3:1][N:2]1[C:6]([CH:7]2[CH2:12][CH2:11][CH2:10][N:9]([C:13]([O:15][C:16]([CH3:19])([CH3:18])[CH3:17])=[O:14])[CH2:8]2)=[CH:5][CH:4]=[N:3]1.C1C(=O)N([Br:27])C(=O)C1. Product: [Br:27][C:5]1[CH:4]=[N:3][N:2]([CH3:1])[C:6]=1[CH:7]1[CH2:12][CH2:11][CH2:10][N:9]([C:13]([O:15][C:16]([CH3:19])([CH3:18])[CH3:17])=[O:14])[CH2:8]1. The catalyst class is: 1. (3) Reactant: [CH2:1]([O:3][C:4](=[O:20])[C:5](=[CH:16][N:17](C)[CH3:18])[C:6](=O)[CH:7]([C:9]1[CH:14]=[CH:13][CH:12]=[CH:11][CH:10]=1)[CH3:8])[CH3:2].C(O)C.C[NH:25]N.C(N(CC)CC)C. Product: [CH3:18][N:17]1[CH:16]=[C:5]([C:4]([O:3][CH2:1][CH3:2])=[O:20])[C:6]([CH:7]([C:9]2[CH:14]=[CH:13][CH:12]=[CH:11][CH:10]=2)[CH3:8])=[N:25]1. The catalyst class is: 6. (4) Reactant: [C:1]1([C@H:11]2[C@H:16]([C:17]3[C:26]4[C:21](=[CH:22][CH:23]=[CH:24][CH:25]=4)[CH:20]=[CH:19][CH:18]=3)[N:15]3[CH2:27][CH2:28][N:12]2[CH2:13][CH2:14]3)[C:10]2[C:5](=[CH:6][CH:7]=[CH:8][CH:9]=2)[CH:4]=[CH:3][CH:2]=1.[F:29][C:30]([F:37])([F:36])[S:31]([O:34]C)(=[O:33])=[O:32]. Product: [F:29][C:30]([F:37])([F:36])[S:31]([O-:34])(=[O:33])=[O:32].[CH3:30][N+:12]12[CH2:28][CH2:27][N:15]([CH2:14][CH2:13]1)[C@@H:16]([C:17]1[C:26]3[C:21](=[CH:22][CH:23]=[CH:24][CH:25]=3)[CH:20]=[CH:19][CH:18]=1)[C@@H:11]2[C:1]1[C:10]2[C:5](=[CH:6][CH:7]=[CH:8][CH:9]=2)[CH:4]=[CH:3][CH:2]=1. The catalyst class is: 28.